This data is from Peptide-MHC class II binding affinity with 134,281 pairs from IEDB. The task is: Regression. Given a peptide amino acid sequence and an MHC pseudo amino acid sequence, predict their binding affinity value. This is MHC class II binding data. (1) The peptide sequence is DVLREPHLYTFSFRN. The binding affinity (normalized) is 0.250. The MHC is HLA-DPA10201-DPB10101 with pseudo-sequence HLA-DPA10201-DPB10101. (2) The peptide sequence is KALYDLQRSAMVYSS. The MHC is HLA-DQA10401-DQB10402 with pseudo-sequence HLA-DQA10401-DQB10402. The binding affinity (normalized) is 0.407. (3) The peptide sequence is AVTALTIAYLVGSNMK. The MHC is HLA-DQA10201-DQB10301 with pseudo-sequence HLA-DQA10201-DQB10301. The binding affinity (normalized) is 0.630. (4) The peptide sequence is RHYLHTLWKAGILYK. The MHC is DRB1_0701 with pseudo-sequence DRB1_0701. The binding affinity (normalized) is 0.620. (5) The peptide sequence is GSTYYADSVKGRFTI. The MHC is DRB1_0802 with pseudo-sequence DRB1_0802. The binding affinity (normalized) is 0.294. (6) The peptide sequence is VGPGRWDEDGAKRIP. The MHC is DRB1_1501 with pseudo-sequence DRB1_1501. The binding affinity (normalized) is 0. (7) The peptide sequence is KNIPQPVRALLEGFL. The MHC is HLA-DPA10201-DPB10501 with pseudo-sequence HLA-DPA10201-DPB10501. The binding affinity (normalized) is 0.325. (8) The MHC is DRB1_1201 with pseudo-sequence DRB1_1201. The binding affinity (normalized) is 0.215. The peptide sequence is ILRQLLTGGVKKGRPSLKLQ. (9) The peptide sequence is VPNGTLVKTITNDQI. The MHC is DRB1_0101 with pseudo-sequence DRB1_0101. The binding affinity (normalized) is 0. (10) The peptide sequence is GPIVHDAIHRSAARS. The MHC is HLA-DQA10401-DQB10402 with pseudo-sequence HLA-DQA10401-DQB10402. The binding affinity (normalized) is 0.268.